This data is from NCI-60 drug combinations with 297,098 pairs across 59 cell lines. The task is: Regression. Given two drug SMILES strings and cell line genomic features, predict the synergy score measuring deviation from expected non-interaction effect. (1) Drug 1: C1CN1P(=S)(N2CC2)N3CC3. Drug 2: CC1=C(C(=O)C2=C(C1=O)N3CC4C(C3(C2COC(=O)N)OC)N4)N. Cell line: HCT-15. Synergy scores: CSS=40.2, Synergy_ZIP=1.34, Synergy_Bliss=5.66, Synergy_Loewe=5.77, Synergy_HSA=7.96. (2) Drug 1: CN(C(=O)NC(C=O)C(C(C(CO)O)O)O)N=O. Drug 2: C(CN)CNCCSP(=O)(O)O. Cell line: RXF 393. Synergy scores: CSS=2.86, Synergy_ZIP=0.406, Synergy_Bliss=1.46, Synergy_Loewe=1.88, Synergy_HSA=0.506. (3) Drug 2: CN(C(=O)NC(C=O)C(C(C(CO)O)O)O)N=O. Cell line: A549. Synergy scores: CSS=-0.869, Synergy_ZIP=1.69, Synergy_Bliss=2.74, Synergy_Loewe=0.567, Synergy_HSA=0.653. Drug 1: C1=CC=C(C(=C1)C(C2=CC=C(C=C2)Cl)C(Cl)Cl)Cl. (4) Drug 1: CC1=CC2C(CCC3(C2CCC3(C(=O)C)OC(=O)C)C)C4(C1=CC(=O)CC4)C. Drug 2: CC1=CC=C(C=C1)C2=CC(=NN2C3=CC=C(C=C3)S(=O)(=O)N)C(F)(F)F. Cell line: UACC62. Synergy scores: CSS=-1.29, Synergy_ZIP=1.24, Synergy_Bliss=-0.317, Synergy_Loewe=-0.963, Synergy_HSA=-1.70.